This data is from Forward reaction prediction with 1.9M reactions from USPTO patents (1976-2016). The task is: Predict the product of the given reaction. (1) Given the reactants [CH3:1][CH:2]([CH3:14])[CH:3]([C:5]1[NH:13][C:8]2=[CH:9][N:10]=[CH:11][CH:12]=[C:7]2[CH:6]=1)[OH:4], predict the reaction product. The product is: [CH3:1][CH:2]([CH3:14])[C:3]([C:5]1[NH:13][C:8]2=[CH:9][N:10]=[CH:11][CH:12]=[C:7]2[CH:6]=1)=[O:4]. (2) Given the reactants [CH3:1][C@@:2]12[C:8]([CH3:10])([CH3:9])[C@@H:5]([CH2:6][CH2:7]1)[C:4](=O)[C:3]2=O.COP([CH2:19][C:20]([C:22]1[C:23]([CH3:34])=[N:24][N:25]([CH2:27][C:28]2[CH:33]=[CH:32][CH:31]=[CH:30][CH:29]=2)[CH:26]=1)=O)(=O)OC.O.[NH2:36][NH2:37], predict the reaction product. The product is: [CH2:27]([N:25]1[CH:26]=[C:22]([C:20]2[CH:19]=[C:4]3[C:3]([C@:2]4([CH3:1])[C:8]([CH3:10])([CH3:9])[C@H:5]3[CH2:6][CH2:7]4)=[N:37][N:36]=2)[C:23]([CH3:34])=[N:24]1)[C:28]1[CH:33]=[CH:32][CH:31]=[CH:30][CH:29]=1. (3) Given the reactants [O-2].[Ba+2].[N+:3]([O-:6])([O-:5])=[O:4].[Ba+2].[N+:3]([O-:6])([O-:5])=[O:4].[F:12][C:13]1[CH:14]=[N:15][CH:16]=[CH:17][CH:18]=1.[NH:19](S(O)(=O)=O)O, predict the reaction product. The product is: [N+:3]([O-:6])([O-:5])=[O:4].[NH2:19][N+:15]1[CH:16]=[CH:17][CH:18]=[C:13]([F:12])[CH:14]=1. (4) Given the reactants [Cl:1][C:2]1[CH:7]=[CH:6][N:5]2[C:8]([C:11]3[CH:12]=[C:13]([NH:17][C:18]([NH:20][CH2:21][C:22]([F:25])([F:24])[F:23])=[O:19])[CH:14]=[CH:15][CH:16]=3)=[CH:9][N:10]=[C:4]2[CH:3]=1.[C:26]([C:28]1[N:32]([CH3:33])[CH:31]=[N:30][CH:29]=1)#[CH:27].C(=O)([O-])[O-].[Cs+].[Cs+], predict the reaction product. The product is: [ClH:1].[ClH:1].[CH3:33][N:32]1[C:28]([C:26]#[C:27][C:2]2[CH:7]=[CH:6][N:5]3[C:8]([C:11]4[CH:12]=[C:13]([NH:17][C:18]([NH:20][CH2:21][C:22]([F:25])([F:24])[F:23])=[O:19])[CH:14]=[CH:15][CH:16]=4)=[CH:9][N:10]=[C:4]3[CH:3]=2)=[CH:29][N:30]=[CH:31]1. (5) Given the reactants [C:1]1([CH2:7][CH2:8][CH2:9][CH2:10][OH:11])[CH:6]=[CH:5][CH:4]=[CH:3][CH:2]=1.CC(OI1(OC(C)=O)(OC(C)=O)OC(=O)C2C=CC=CC1=2)=O, predict the reaction product. The product is: [C:1]1([CH2:7][CH2:8][CH2:9][CH:10]=[O:11])[CH:6]=[CH:5][CH:4]=[CH:3][CH:2]=1. (6) Given the reactants OS(O)(=O)=O.[OH:6][C:7]1[CH:8]=[C:9]([CH2:13][C:14]([OH:16])=[O:15])[CH:10]=[CH:11][CH:12]=1.[CH3:17][CH2:18]O, predict the reaction product. The product is: [CH2:17]([O:15][C:14](=[O:16])[CH2:13][C:9]1[CH:10]=[CH:11][CH:12]=[C:7]([OH:6])[CH:8]=1)[CH3:18]. (7) The product is: [CH3:39][C@@:15]1([CH2:16][N:17]2[CH2:22][CH2:21][N:20]([C:23]([O:25][CH2:26][CH:27]=[CH:28][C:29]3[CH:34]=[CH:33][C:32]([C:35]([F:37])([F:36])[F:38])=[CH:31][CH:30]=3)=[O:24])[CH2:19][CH2:18]2)[O:40][C:11]2=[N:10][C:9]([N+:6]([O-:8])=[O:7])=[CH:13][N:12]2[CH2:14]1. Given the reactants CN(C)C=O.[N+:6]([C:9]1[N:10]=[C:11](S(C2C=CC([N+]([O-])=O)=CC=2)(=O)=O)[N:12]([CH2:14][C@:15]([OH:40])([CH3:39])[CH2:16][N:17]2[CH2:22][CH2:21][N:20]([C:23]([O:25][CH2:26][CH:27]=[CH:28][C:29]3[CH:34]=[CH:33][C:32]([C:35]([F:38])([F:37])[F:36])=[CH:31][CH:30]=3)=[O:24])[CH2:19][CH2:18]2)[CH:13]=1)([O-:8])=[O:7].CC(C)([O-])C.[Na+].O, predict the reaction product. (8) Given the reactants [CH:1]1[C:2]([CH2:10][C@@H:11]([NH2:28])[CH2:12][C:13]([N:15]2[CH2:27][C:19]3=[N:20][N:21]=[C:22]([C:23]([F:26])([F:25])[F:24])[N:18]3[CH2:17][CH2:16]2)=[O:14])=[C:3]([F:9])[CH:4]=[C:5]([F:8])[C:6]=1[F:7].[C:29]([OH:42])(=[O:41])/[CH:30]=[CH:31]/[C:32]1[CH:40]=[CH:39][C:37]([OH:38])=[C:34]([O:35][CH3:36])[CH:33]=1.C(OC(C)C)(C)C, predict the reaction product. The product is: [CH:1]1[C:2]([CH2:10][C@@H:11]([NH2:28])[CH2:12][C:13]([N:15]2[CH2:27][C:19]3=[N:20][N:21]=[C:22]([C:23]([F:26])([F:25])[F:24])[N:18]3[CH2:17][CH2:16]2)=[O:14])=[C:3]([F:9])[CH:4]=[C:5]([F:8])[C:6]=1[F:7].[C:29]([O-:42])(=[O:41])/[CH:30]=[CH:31]/[C:32]1[CH:40]=[CH:39][C:37]([OH:38])=[C:34]([O:35][CH3:36])[CH:33]=1. (9) Given the reactants [NH2:1][C:2]1[S:3][C:4]2[CH:10]=[C:9]([O:11][C:12]3[CH:13]=[C:14]([CH:28]=[CH:29][CH:30]=3)[C:15]([NH:17][C:18]3[CH:23]=[CH:22][CH:21]=[C:20]([C:24]([F:27])([F:26])[F:25])[CH:19]=3)=[O:16])[CH:8]=[CH:7][C:5]=2[N:6]=1.Cl[CH2:32][C:33](Cl)=[O:34].O.[CH3:37][N:38]1[CH2:43][CH2:42][NH:41][CH2:40][CH2:39]1, predict the reaction product. The product is: [CH3:37][N:38]1[CH2:43][CH2:42][N:41]([CH2:32][C:33]([NH:1][C:2]2[S:3][C:4]3[CH:10]=[C:9]([O:11][C:12]4[CH:13]=[C:14]([CH:28]=[CH:29][CH:30]=4)[C:15]([NH:17][C:18]4[CH:23]=[CH:22][CH:21]=[C:20]([C:24]([F:27])([F:25])[F:26])[CH:19]=4)=[O:16])[CH:8]=[CH:7][C:5]=3[N:6]=2)=[O:34])[CH2:40][CH2:39]1.